This data is from Forward reaction prediction with 1.9M reactions from USPTO patents (1976-2016). The task is: Predict the product of the given reaction. (1) Given the reactants [CH2:1]([N:3]1[CH2:8][CH2:7][P:6](=[O:18])([C:9]2[CH:14]=[CH:13][C:12]([N+:15]([O-])=O)=[CH:11][CH:10]=2)[CH2:5][CH2:4]1)[CH3:2].[ClH:19].[H][H], predict the reaction product. The product is: [ClH:19].[CH2:1]([N:3]1[CH2:4][CH2:5][P:6]([C:9]2[CH:14]=[CH:13][C:12]([NH2:15])=[CH:11][CH:10]=2)(=[O:18])[CH2:7][CH2:8]1)[CH3:2]. (2) The product is: [CH2:3]([O:5][C:6]1[CH:7]=[C:8]([CH:9]=[CH:16][C:17](=[O:18])[CH3:19])[CH:11]=[CH:12][C:13]=1[OH:14])[CH3:4]. Given the reactants [OH-].[Na+].[CH2:3]([O:5][C:6]1[CH:7]=[C:8]([CH:11]=[CH:12][C:13]=1[OH:14])[CH:9]=O)[CH3:4].Cl.[CH3:16][C:17]([CH3:19])=[O:18], predict the reaction product. (3) Given the reactants [NH2:1]OS(=O)(=O)O.C(=O)([O-])O.[Na+].[CH:12]1([CH2:15][O:16][C:17]2[CH:18]=[CH:19][C:20]([C:23]#[C:24][C:25]3[CH:42]=[CH:41][C:28]([O:29][CH2:30][C@@H:31]([NH:33][C:34](=[O:40])[O:35][C:36]([CH3:39])([CH3:38])[CH3:37])[CH3:32])=[CH:27][CH:26]=3)=[N:21][CH:22]=2)[CH2:14][CH2:13]1, predict the reaction product. The product is: [CH:12]1([CH2:15][O:16][C:17]2[CH:18]=[CH:19][C:20]3[N:21]([N:1]=[C:24]([C:25]4[CH:42]=[CH:41][C:28]([O:29][CH2:30][C@@H:31]([NH:33][C:34](=[O:40])[O:35][C:36]([CH3:37])([CH3:38])[CH3:39])[CH3:32])=[CH:27][CH:26]=4)[CH:23]=3)[CH:22]=2)[CH2:14][CH2:13]1. (4) Given the reactants [C:1]([O:5][C:6]([N:8]([CH2:35][C@@H:36]([C:38]1[CH:43]=[CH:42][CH:41]=[C:40]([Cl:44])[CH:39]=1)[OH:37])[C@H:9]([CH3:34])[CH2:10][C:11]1[CH:16]=[CH:15][C:14]([S:17]([C:20]2[CH:25]=[CH:24][C:23]([CH3:26])=[CH:22][C:21]=2[CH2:27][CH2:28][C:29]([O:31]CC)=[O:30])(=[O:19])=[O:18])=[CH:13][CH:12]=1)=[O:7])([CH3:4])([CH3:3])[CH3:2].[OH-].[Na+].Cl, predict the reaction product. The product is: [C:1]([O:5][C:6]([N:8]([CH2:35][C@@H:36]([C:38]1[CH:43]=[CH:42][CH:41]=[C:40]([Cl:44])[CH:39]=1)[OH:37])[C@H:9]([CH3:34])[CH2:10][C:11]1[CH:12]=[CH:13][C:14]([S:17]([C:20]2[CH:25]=[CH:24][C:23]([CH3:26])=[CH:22][C:21]=2[CH2:27][CH2:28][C:29]([OH:31])=[O:30])(=[O:18])=[O:19])=[CH:15][CH:16]=1)=[O:7])([CH3:2])([CH3:3])[CH3:4]. (5) The product is: [CH3:13][O:5][C:4](=[O:6])[C:3]1[CH:7]=[CH:8][CH:9]=[N:10][C:2]=1[Cl:1]. Given the reactants [Cl:1][C:2]1[N:10]=[CH:9][CH:8]=[CH:7][C:3]=1[C:4]([OH:6])=[O:5].CO.[CH3:13][Si](C=[N+]=[N-])(C)C, predict the reaction product. (6) Given the reactants [Cl:1][C:2]1[CH:3]=[C:4]2[C:9](=[CH:10][CH:11]=1)[NH:8][C:7](=[O:12])[C:6]([C@@H:13]([NH:15][C:16]1[N:21]=[C:20](Cl)[CH:19]=[CH:18][N:17]=1)[CH3:14])=[CH:5]2.C([O-])([O-])=O.[K+].[K+].[CH3:29][N:30]1[C:34](B2OC(C)(C)C(C)(C)O2)=[CH:33][N:32]=[N:31]1.O, predict the reaction product. The product is: [Cl:1][C:2]1[CH:3]=[C:4]2[C:9](=[CH:10][CH:11]=1)[NH:8][C:7](=[O:12])[C:6]([C@@H:13]([NH:15][C:16]1[N:21]=[C:20]([C:34]3[N:30]([CH3:29])[N:31]=[N:32][CH:33]=3)[CH:19]=[CH:18][N:17]=1)[CH3:14])=[CH:5]2. (7) Given the reactants [Cl:1][C:2]1[N:7]=[C:6]([C:8]([O:10][CH3:11])=[O:9])[C:5]([O:12][CH3:13])=[C:4](Cl)[N:3]=1.CS(C)=O.[NH3:19], predict the reaction product. The product is: [NH2:19][C:4]1[N:3]=[C:2]([Cl:1])[N:7]=[C:6]([C:8]([O:10][CH3:11])=[O:9])[C:5]=1[O:12][CH3:13].